This data is from Reaction yield outcomes from USPTO patents with 853,638 reactions. The task is: Predict the reaction yield, written as a fraction of the theoretical maximum amount of product (1.0 means a 100% yield; for example, 0.34 means a 34% yield). (1) No catalyst specified. The product is [CH3:1][O:2][C:3]1[C:12]([NH:13][C:14]([N:36]2[CH2:37][CH2:38][N:33]([C:30]3[CH:31]=[CH:32][C:27]([CH2:23][CH2:24][CH2:25][CH3:26])=[CH:28][CH:29]=3)[CH2:34][CH2:35]2)=[S:22])=[N:11][C:10]2[C:5](=[CH:6][CH:7]=[CH:8][CH:9]=2)[N:4]=1. The reactants are [CH3:1][O:2][C:3]1[C:12]([NH:13][C:14](=[S:22])OC2C=CC=CC=2)=[N:11][C:10]2[C:5](=[CH:6][CH:7]=[CH:8][CH:9]=2)[N:4]=1.[CH2:23]([C:27]1[CH:32]=[CH:31][C:30]([N:33]2[CH2:38][CH2:37][NH:36][CH2:35][CH2:34]2)=[CH:29][CH:28]=1)[CH2:24][CH2:25][CH3:26]. The yield is 0.625. (2) The reactants are [F:1][C:2]1[C:30]([N:31]2[CH2:36][CH2:35][NH:34][CH2:33][CH2:32]2)=[CH:29][C:5]2[N:6]([CH2:17][C:18]3[CH:23]=[CH:22][C:21]([O:24][C:25]([F:28])([F:27])[F:26])=[CH:20][CH:19]=3)[C:7]([CH2:9][O:10][C:11]3[CH:16]=[CH:15][CH:14]=[CH:13][CH:12]=3)=[N:8][C:4]=2[CH:3]=1.Cl.[C:38](Cl)(=[O:45])[C:39]1[CH:44]=[CH:43][N:42]=[CH:41][CH:40]=1. The catalyst is ClCCl. The product is [F:1][C:2]1[C:30]([N:31]2[CH2:36][CH2:35][N:34]([C:38]([C:39]3[CH:44]=[CH:43][N:42]=[CH:41][CH:40]=3)=[O:45])[CH2:33][CH2:32]2)=[CH:29][C:5]2[N:6]([CH2:17][C:18]3[CH:19]=[CH:20][C:21]([O:24][C:25]([F:26])([F:27])[F:28])=[CH:22][CH:23]=3)[C:7]([CH2:9][O:10][C:11]3[CH:12]=[CH:13][CH:14]=[CH:15][CH:16]=3)=[N:8][C:4]=2[CH:3]=1. The yield is 0.480. (3) The reactants are [F:1][C:2]([F:7])([F:6])[C:3]([OH:5])=[O:4].[F:8][C:9]([F:14])([F:13])[C:10]([OH:12])=[O:11].FC(F)(F)C(O)=O.[Cl:22][C:23]1[CH:24]=[N:25][C:26]2[NH:27][C:28]3[CH:29]=[N:30][CH:31]=[C:32]([CH:54]=3)[CH2:33][CH2:34][C:35]3[CH:43]=[C:39]([NH:40][C:41]=1[N:42]=2)[CH:38]=[CH:37][C:36]=3[NH:44][C:45](=[O:53])[CH2:46][CH:47]1[CH2:52][CH2:51][NH:50][CH2:49][CH2:48]1.[N:55]([CH:58]([CH3:60])[CH3:59])=[C:56]=[O:57]. No catalyst specified. The product is [F:1][C:2]([F:7])([F:6])[C:3]([OH:5])=[O:4].[F:8][C:9]([F:14])([F:13])[C:10]([OH:12])=[O:11].[Cl:22][C:23]1[CH:24]=[N:25][C:26]2[NH:27][C:28]3[CH:29]=[N:30][CH:31]=[C:32]([CH:54]=3)[CH2:33][CH2:34][C:35]3[CH:43]=[C:39]([NH:40][C:41]=1[N:42]=2)[CH:38]=[CH:37][C:36]=3[NH:44][C:45](=[O:53])[CH2:46][CH:47]1[CH2:52][CH2:51][N:50]([C:56]([NH:55][CH:58]([CH3:60])[CH3:59])=[O:57])[CH2:49][CH2:48]1. The yield is 0.580. (4) The reactants are [CH:1]1([CH2:6][CH:7]([C:11]2[CH:16]=[CH:15][CH:14]=[C:13]([C:17]([F:20])([F:19])[F:18])[CH:12]=2)[C:8]([OH:10])=O)[CH2:5][CH2:4][CH2:3][CH2:2]1.C(Cl)(=O)C(Cl)=O.[NH2:27][C:28]1[S:29][CH:30]=[CH:31][N:32]=1.C(N(CC)C(C)C)(C)C. The catalyst is C(Cl)Cl.CN(C)C=O.O1CCCC1. The product is [CH:1]1([CH2:6][CH:7]([C:11]2[CH:16]=[CH:15][CH:14]=[C:13]([C:17]([F:20])([F:19])[F:18])[CH:12]=2)[C:8]([NH:27][C:28]2[S:29][CH:30]=[CH:31][N:32]=2)=[O:10])[CH2:2][CH2:3][CH2:4][CH2:5]1. The yield is 0.814. (5) The reactants are [C:1]([N:8]1[C:16]2[C:11](=[CH:12][C:13]([B:17]3[O:25]C(C)(C)C(C)(C)[O:18]3)=[CH:14][CH:15]=2)[CH:10]=[CH:9]1)([O:3][C:4]([CH3:7])([CH3:6])[CH3:5])=[O:2]. The product is [C:1]([N:8]1[C:16]2[C:11](=[CH:12][C:13]([B:17]([OH:18])[OH:25])=[CH:14][CH:15]=2)[CH:10]=[CH:9]1)([O:3][C:4]([CH3:7])([CH3:6])[CH3:5])=[O:2]. The yield is 0.540. The catalyst is CC(C)=O.O. (6) The reactants are [Cl:1][C:2]1[CH:31]=[CH:30][C:5]([CH2:6][NH:7][C:8]([C:10]2[C:19](=[O:20])[C:18]3[C:13](=[C:14](I)[CH:15]=[C:16]([CH2:21][N:22]4[CH2:27][CH2:26][O:25][CH2:24][CH2:23]4)[CH:17]=3)[N:12]([CH3:29])[CH:11]=2)=[O:9])=[CH:4][CH:3]=1.[CH2:32]([OH:35])[C:33]#[CH:34].C(Cl)Cl. The catalyst is N(CC)CC.Cl[Pd](Cl)([P](C1C=CC=CC=1)(C1C=CC=CC=1)C1C=CC=CC=1)[P](C1C=CC=CC=1)(C1C=CC=CC=1)C1C=CC=CC=1.[Cu]I. The product is [Cl:1][C:2]1[CH:31]=[CH:30][C:5]([CH2:6][NH:7][C:8]([C:10]2[C:19](=[O:20])[C:18]3[C:13](=[C:14]([C:34]#[C:33][CH2:32][OH:35])[CH:15]=[C:16]([CH2:21][N:22]4[CH2:27][CH2:26][O:25][CH2:24][CH2:23]4)[CH:17]=3)[N:12]([CH3:29])[CH:11]=2)=[O:9])=[CH:4][CH:3]=1. The yield is 0.630. (7) The yield is 0.920. The catalyst is O. The reactants are [CH3:1][N:2]1[CH:6]=[CH:5][N:4]=[C:3]1[C:7]1[CH:8]=[C:9]2[C:14](=[C:15]([O:17]COCC[Si](C)(C)C)[CH:16]=1)[N:13]=[CH:12][N:11](COCC[Si](C)(C)C)[C:10]2=[O:34].C(O)=O. The product is [OH:17][C:15]1[CH:16]=[C:7]([C:3]2[N:2]([CH3:1])[CH:6]=[CH:5][N:4]=2)[CH:8]=[C:9]2[C:14]=1[N:13]=[CH:12][NH:11][C:10]2=[O:34]. (8) The reactants are Cl.[NH2:2][C@H:3]([C:6]([OH:8])=[O:7])[CH2:4][SH:5].C[CH2:10][O:11]CC.CO[CH2:16][CH2:17][O:18][CH2:19][CH2:20][O:21][C:22](Cl)=O. The catalyst is C(=O)(O)[O-].[Na+].O. The product is [CH3:22][O:21][CH2:20][CH2:19][O:18][CH2:17][CH2:16][C:10]([S:5][CH2:4][C@@H:3]([C:6]([OH:8])=[O:7])[NH2:2])=[O:11]. The yield is 0.650. (9) The catalyst is O1CCOCC1.O.C1C=CC(P(C2C=CC=CC=2)[C-]2C=CC=C2)=CC=1.C1C=CC(P(C2C=CC=CC=2)[C-]2C=CC=C2)=CC=1.Cl[Pd]Cl.[Fe+2]. The product is [OH:16][CH:14]([C:3]1[O:4][C:5](=[O:13])[C:6]2[C:11]([C:2]=1[C:17]1[CH:22]=[CH:21][CH:20]=[CH:19][CH:18]=1)=[CH:10][CH:9]=[C:8]([CH3:12])[CH:7]=2)[CH3:15]. The yield is 0.810. The reactants are Br[C:2]1[C:11]2[C:6](=[CH:7][C:8]([CH3:12])=[CH:9][CH:10]=2)[C:5](=[O:13])[O:4][C:3]=1[CH:14]([OH:16])[CH3:15].[C:17]1(B(O)O)[CH:22]=[CH:21][CH:20]=[CH:19][CH:18]=1.C([O-])([O-])=O.[Na+].[Na+].Cl. (10) The reactants are [OH-].[Na+].O.[CH3:4][C:5]1[CH:6]=[C:7]2[C:11](=[CH:12][CH:13]=1)[NH:10][C:9]1[CH2:14][C:15]3[C:20]([C:8]2=1)=[CH:19][CH:18]=[CH:17][CH:16]=3.[CH3:21]I. The catalyst is C1C=CC=CC=1. The product is [CH3:21][N:10]1[C:11]2[C:7](=[CH:6][C:5]([CH3:4])=[CH:13][CH:12]=2)[C:8]2[C:20]3[C:15]([CH2:14][C:9]1=2)=[CH:16][CH:17]=[CH:18][CH:19]=3. The yield is 0.880.